From a dataset of TCR-epitope binding with 47,182 pairs between 192 epitopes and 23,139 TCRs. Binary Classification. Given a T-cell receptor sequence (or CDR3 region) and an epitope sequence, predict whether binding occurs between them. (1) The epitope is DRFYKTLRAEQASQEV. The TCR CDR3 sequence is CASSTPGGGQDTQYF. Result: 0 (the TCR does not bind to the epitope). (2) The epitope is KTSVDCTMYI. The TCR CDR3 sequence is CASSQDEYDRGTEAFF. Result: 0 (the TCR does not bind to the epitope). (3) The epitope is FPPTSFGPL. The TCR CDR3 sequence is CASSLFQGGTDTQYF. Result: 1 (the TCR binds to the epitope). (4) The epitope is IVDTVSALV. The TCR CDR3 sequence is CAISEWDGTYGYTF. Result: 1 (the TCR binds to the epitope). (5) The epitope is ATDALMTGY. The TCR CDR3 sequence is CASSLILAGGSYNEQFF. Result: 1 (the TCR binds to the epitope). (6) The epitope is GPGHKARVL. The TCR CDR3 sequence is CASSFTPYNEQFF. Result: 0 (the TCR does not bind to the epitope). (7) The epitope is FTISVTTEIL. The TCR CDR3 sequence is CASSRTLAGAVYGTDTQYF. Result: 1 (the TCR binds to the epitope). (8) The epitope is RISNCVADY. The TCR CDR3 sequence is CASSPHESGYTEAFF. Result: 0 (the TCR does not bind to the epitope). (9) The TCR CDR3 sequence is CASSQGLAGGPYEQYF. Result: 1 (the TCR binds to the epitope). The epitope is VLAWLYAAV.